From a dataset of Full USPTO retrosynthesis dataset with 1.9M reactions from patents (1976-2016). Predict the reactants needed to synthesize the given product. (1) Given the product [CH2:18]([O:22][C:11]1[CH:16]=[C:15]([O:7][CH:5]([CH3:6])[CH:4]([CH3:3])[CH2:8][CH3:9])[N:14]=[CH:13][N:12]=1)[C:19]#[C:20][CH3:21], predict the reactants needed to synthesize it. The reactants are: [H-].[Na+].[CH3:3][CH:4]([CH2:8][CH3:9])[CH:5]([OH:7])[CH3:6].Cl[C:11]1[CH:16]=[C:15](Cl)[N:14]=[CH:13][N:12]=1.[CH2:18]([OH:22])[C:19]#[C:20][CH3:21].[Cl-].[NH4+]. (2) Given the product [C:1]([C:3]1[C:12]2[C:7](=[C:8]([F:15])[C:9]([OH:13])=[CH:10][CH:11]=2)[CH:6]=[C:5]([C:16]2[S:17][C:18]([C:22]([OH:24])=[O:23])=[C:19]([CH3:21])[N:20]=2)[CH:4]=1)#[N:2], predict the reactants needed to synthesize it. The reactants are: [C:1]([C:3]1[C:12]2[C:7](=[C:8]([F:15])[C:9]([O:13]C)=[CH:10][CH:11]=2)[CH:6]=[C:5]([C:16]2[S:17][C:18]([C:22]([OH:24])=[O:23])=[C:19]([CH3:21])[N:20]=2)[CH:4]=1)#[N:2].B(Br)(Br)Br.Cl.